This data is from Full USPTO retrosynthesis dataset with 1.9M reactions from patents (1976-2016). The task is: Predict the reactants needed to synthesize the given product. (1) The reactants are: [CH:1]1([O:7][C:8]2[CH:9]=[C:10]([CH:13]=[CH:14][CH:15]=2)[CH:11]=O)[CH2:6][CH2:5][CH2:4][CH:3]=[CH:2]1.[C@@H:16]1([NH2:26])[C:25]2[C:20](=[CH:21][CH:22]=[CH:23][CH:24]=2)[CH2:19][CH2:18][CH2:17]1. Given the product [CH:1]1([O:7][C:8]2[CH:9]=[C:10]([CH:13]=[CH:14][CH:15]=2)[CH2:11][NH:26][C@@H:16]2[C:25]3[C:20](=[CH:21][CH:22]=[CH:23][CH:24]=3)[CH2:19][CH2:18][CH2:17]2)[CH2:6][CH2:5][CH2:4][CH:3]=[CH:2]1, predict the reactants needed to synthesize it. (2) Given the product [F:28][C:29]1[CH:30]=[C:31]([CH:34]=[C:35]([F:37])[CH:36]=1)[CH2:32][N:10]1[C:11]2[CH:27]=[CH:26][CH:25]=[CH:24][C:12]=2[CH2:13][CH2:14][CH:15]([NH:16][C:17](=[O:23])[O:18][C:19]([CH3:21])([CH3:22])[CH3:20])[C:9]1=[O:8], predict the reactants needed to synthesize it. The reactants are: [H-].[Na+].C1COCC1.[O:8]=[C:9]1[CH:15]([NH:16][C:17](=[O:23])[O:18][C:19]([CH3:22])([CH3:21])[CH3:20])[CH2:14][CH2:13][C:12]2[CH:24]=[CH:25][CH:26]=[CH:27][C:11]=2[NH:10]1.[F:28][C:29]1[CH:30]=[C:31]([CH:34]=[C:35]([F:37])[CH:36]=1)[CH2:32]Br. (3) Given the product [CH:33]1([C:36]2[C:37]([CH2:47][N:48]3[CH2:53][C@@H:52]4[CH2:54][C@H:49]3[CH2:50][N:51]4[S:55]([C:58]3[CH:59]=[C:60]([Cl:65])[CH:61]=[C:62]([Cl:64])[CH:63]=3)(=[O:57])=[O:56])=[CH:38][C:39]([F:46])=[C:40]([CH:45]=2)[C:41]([OH:43])=[O:42])[CH2:35][CH2:34]1, predict the reactants needed to synthesize it. The reactants are: ClC1C(C(F)(F)F)=CC(N2CC(COC3C(C4CC4)=CC(C(OC)=O)=C(F)C=3)(C)C2)=NC=1.[CH:33]1([C:36]2[C:37]([CH2:47][N:48]3[CH2:53][C@@H:52]4[CH2:54][C@H:49]3[CH2:50][N:51]4[S:55]([C:58]3[CH:63]=[C:62]([Cl:64])[CH:61]=[C:60]([Cl:65])[CH:59]=3)(=[O:57])=[O:56])=[CH:38][C:39]([F:46])=[C:40]([CH:45]=2)[C:41]([O:43]C)=[O:42])[CH2:35][CH2:34]1.